This data is from Catalyst prediction with 721,799 reactions and 888 catalyst types from USPTO. The task is: Predict which catalyst facilitates the given reaction. (1) Reactant: [CH:1](=O)[C:2]1[CH:7]=[CH:6][CH:5]=[CH:4][CH:3]=1.[CH3:9][C:10]([C:12]1[C:17]([O:18][CH3:19])=[CH:16][CH:15]=[CH:14][C:13]=1[O:20][CH3:21])=[O:11].[OH-].[Na+]. Product: [CH3:21][O:20][C:13]1[CH:14]=[CH:15][CH:16]=[C:17]([O:18][CH3:19])[C:12]=1[C:10](=[O:11])[CH:9]=[CH:1][C:2]1[CH:7]=[CH:6][CH:5]=[CH:4][CH:3]=1. The catalyst class is: 24. (2) Reactant: [Si]([O:8][C@H:9]1[CH2:18][C:17]([CH3:20])([CH3:19])[C@@H:16](CC([O-])=O)[C:15]2[N:14]=[C:13]([CH:25]3[CH2:30][CH2:29][O:28][CH2:27][CH2:26]3)[C:12]3[C@@H:31]([C:38]4[CH:43]=[CH:42][C:41]([C:44]([CH3:47])([CH3:46])[CH3:45])=[CH:40][CH:39]=4)[O:32][C:33]4([CH2:37][CH2:36][CH2:35][CH2:34]4)[C:11]=3[C:10]1=2)(C(C)(C)C)(C)C.C(=O)([O-])[O-:49].[K+].[K+]. Product: [C:44]([C:41]1[CH:42]=[CH:43][C:38]([C@@H:31]2[C:12]3[C:13]([CH:25]4[CH2:30][CH2:29][O:28][CH2:27][CH2:26]4)=[N:14][C:15]4[C@H:16]([OH:49])[C:17]([CH3:20])([CH3:19])[CH2:18][C@H:9]([OH:8])[C:10]=4[C:11]=3[C:33]3([CH2:34][CH2:35][CH2:36][CH2:37]3)[O:32]2)=[CH:39][CH:40]=1)([CH3:47])([CH3:45])[CH3:46]. The catalyst class is: 459.